This data is from Forward reaction prediction with 1.9M reactions from USPTO patents (1976-2016). The task is: Predict the product of the given reaction. (1) The product is: [C:82]([C@@H:69]([NH:68][C:67]([C@@H:57](/[CH:56]=[CH:55]/[CH2:54][CH2:53][CH2:52][CH2:51][CH2:50][CH2:49][C:48]([F:47])([F:94])[CH2:87][CH2:88][CH2:89][CH2:90][CH2:91][CH2:92][CH3:93])[C@@:58]([OH:66])([CH2:62][CH2:63][O:64][CH3:65])[C:59]([OH:61])=[O:60])=[O:86])[CH2:70][C:71]1[CH:76]=[CH:75][C:74]([O:77][CH2:78][CH2:79][CH2:80][F:81])=[CH:73][CH:72]=1)([OH:84])=[O:83]. Given the reactants C(OC1C=CC(C[C@H](NC([C@@H](/C=C/CCCCCCC(F)(F)CCCCCCC)[C@@](O)(CCC)C(O)=O)=O)C(O)=O)=CC=1)C#CC.[F:47][C:48]([F:94])([CH2:87][CH2:88][CH2:89][CH2:90][CH2:91][CH2:92][CH3:93])[CH2:49][CH2:50][CH2:51][CH2:52][CH2:53][CH2:54]/[CH:55]=[CH:56]/[C@H:57]([C:67](=[O:86])[NH:68][C@H:69]([C:82]([O:84]C)=[O:83])[CH2:70][C:71]1[CH:76]=[CH:75][C:74]([O:77][CH2:78][CH2:79][CH2:80][F:81])=[CH:73][CH:72]=1)[C@@:58]([OH:66])([CH2:62][CH2:63][O:64][CH3:65])[C:59]([OH:61])=[O:60], predict the reaction product. (2) Given the reactants CN([CH:4]=[O:5])C.O=P(Cl)(Cl)Cl.[CH3:11][O:12][CH2:13][CH2:14][N:15]1[C:24]([C:25]2[S:26][CH:27]=[CH:28][CH:29]=2)=[CH:23][C:22]2[C:17](=[CH:18][CH:19]=[CH:20][CH:21]=2)[C:16]1=[O:30], predict the reaction product. The product is: [CH3:11][O:12][CH2:13][CH2:14][N:15]1[C:24]([C:25]2[S:26][CH:27]=[CH:28][CH:29]=2)=[C:23]([CH:4]=[O:5])[C:22]2[C:17](=[CH:18][CH:19]=[CH:20][CH:21]=2)[C:16]1=[O:30]. (3) Given the reactants [CH3:1][C:2]1[C:9]([C:10]2[S:11][C:12]([C:21]([NH2:23])=O)=[C:13]([C:15]3[CH:20]=[CH:19][CH:18]=[CH:17][CH:16]=3)[N:14]=2)=[C:5]2[S:6][CH:7]=[CH:8][N:4]2[N:3]=1.CC[N+](S(N=C(OC)[O-])(=O)=O)(CC)CC.C(OCC)(=O)C.C(=O)(O)[O-].[Na+], predict the reaction product. The product is: [CH3:1][C:2]1[C:9]([C:10]2[S:11][C:12]([C:21]#[N:23])=[C:13]([C:15]3[CH:20]=[CH:19][CH:18]=[CH:17][CH:16]=3)[N:14]=2)=[C:5]2[S:6][CH:7]=[CH:8][N:4]2[N:3]=1. (4) Given the reactants [O:1]([C:8]1[C:13]([C:14]([NH:16][NH2:17])=[O:15])=[CH:12][CH:11]=[CH:10][N:9]=1)[C:2]1[CH:7]=[CH:6][CH:5]=[CH:4][CH:3]=1.[F:18][C:19]([F:29])([F:28])[C:20]1[CH:21]=[C:22]([CH:25]=[CH:26][CH:27]=1)[CH:23]=O.O, predict the reaction product. The product is: [F:18][C:19]([F:28])([F:29])[C:20]1[CH:21]=[C:22]([CH:25]=[CH:26][CH:27]=1)[CH:23]=[N:17][NH:16][C:14]([C:13]1[C:8]([O:1][C:2]2[CH:7]=[CH:6][CH:5]=[CH:4][CH:3]=2)=[N:9][CH:10]=[CH:11][CH:12]=1)=[O:15].